Dataset: Peptide-MHC class I binding affinity with 185,985 pairs from IEDB/IMGT. Task: Regression. Given a peptide amino acid sequence and an MHC pseudo amino acid sequence, predict their binding affinity value. This is MHC class I binding data. The peptide sequence is RLSNRICFWA. The MHC is HLA-A02:01 with pseudo-sequence HLA-A02:01. The binding affinity (normalized) is 0.450.